The task is: Predict which catalyst facilitates the given reaction.. This data is from Catalyst prediction with 721,799 reactions and 888 catalyst types from USPTO. (1) Reactant: CC(C)[O-].[Li+:5].[CH:6](=[N:14][C:15]1[CH:20]=[CH:19][CH:18]=[CH:17][CH:16]=1)[C:7]1[C:8](=[CH:10][CH:11]=[CH:12][CH:13]=1)[OH:9]. Product: [C:15]1([N:14]=[CH:6][C:7]2[CH:13]=[CH:12][CH:11]=[CH:10][C:8]=2[O-:9])[CH:16]=[CH:17][CH:18]=[CH:19][CH:20]=1.[Li+:5]. The catalyst class is: 10. (2) Reactant: [C:1]([O:5][C:6](=[O:20])[NH:7][C@@H:8]1[CH2:13][CH2:12][C@H:11]([NH2:14])[C@H:10]([CH2:15][CH2:16][CH:17]([CH3:19])[CH3:18])[CH2:9]1)([CH3:4])([CH3:3])[CH3:2].C(N(C(C)C)CC)C.[F:29][C:30]([F:45])([F:44])[C:31]1[CH:32]=[C:33]([CH:41]=[CH:42][CH:43]=1)[C:34]([NH:36][CH2:37][C:38](O)=[O:39])=[O:35].F[P-](F)(F)(F)(F)F.N1(O[P+](N(C)C)(N(C)C)N(C)C)C2C=CC=CC=2N=N1. Product: [C:1]([O:5][C:6](=[O:20])[NH:7][C@@H:8]1[CH2:13][CH2:12][C@H:11]([NH:14][C:38](=[O:39])[CH2:37][NH:36][C:34](=[O:35])[C:33]2[CH:41]=[CH:42][CH:43]=[C:31]([C:30]([F:29])([F:45])[F:44])[CH:32]=2)[C@H:10]([CH2:15][CH2:16][CH:17]([CH3:18])[CH3:19])[CH2:9]1)([CH3:4])([CH3:3])[CH3:2]. The catalyst class is: 59.